This data is from Forward reaction prediction with 1.9M reactions from USPTO patents (1976-2016). The task is: Predict the product of the given reaction. (1) Given the reactants [Cl:1][C:2]1[CH:3]=[CH:4][C:5]2[N:11]3[CH:12]=[CH:13][CH:14]=[C:10]3[C@@H:9]([CH2:15][CH2:16][C:17]([OH:19])=O)[O:8][C@H:7]([C:20]3[CH:25]=[CH:24][CH:23]=[C:22]([O:26][CH3:27])[C:21]=3[O:28][CH3:29])[C:6]=2[CH:30]=1.Cl.C(N=C=NCCCN(C)C)C.Cl.[NH:44]1[C:49](=[O:50])[CH2:48][NH:47][CH2:46][C:45]1=[O:51].O.ON1C2C=CC=CC=2N=N1, predict the reaction product. The product is: [Cl:1][C:2]1[CH:3]=[CH:4][C:5]2[N:11]3[CH:12]=[CH:13][CH:14]=[C:10]3[C@@H:9]([CH2:15][CH2:16][C:17]([N:47]3[CH2:48][C:49](=[O:50])[NH:44][C:45](=[O:51])[CH2:46]3)=[O:19])[O:8][C@H:7]([C:20]3[CH:25]=[CH:24][CH:23]=[C:22]([O:26][CH3:27])[C:21]=3[O:28][CH3:29])[C:6]=2[CH:30]=1. (2) Given the reactants CN([CH:4]=[O:5])C.P(Cl)(Cl)([Cl:8])=O.[C:11]1([N:17]2[C:25]3[C:20](=[N:21][CH:22]=[CH:23][CH:24]=3)[CH2:19][C:18]2=O)[CH:16]=[CH:15][CH:14]=[CH:13][CH:12]=1.N1C=CC=CC=1, predict the reaction product. The product is: [Cl:8][C:18]1[N:17]([C:11]2[CH:16]=[CH:15][CH:14]=[CH:13][CH:12]=2)[C:25]2[C:20](=[N:21][CH:22]=[CH:23][CH:24]=2)[C:19]=1[CH:4]=[O:5].